Dataset: Reaction yield outcomes from USPTO patents with 853,638 reactions. Task: Predict the reaction yield, written as a fraction of the theoretical maximum amount of product (1.0 means a 100% yield; for example, 0.34 means a 34% yield). (1) The reactants are [F:1][B-](F)(F)F.[Br:6][C:7]1[C:16]2[C:11](=[CH:12][CH:13]=[C:14]([O:17][CH3:18])[N:15]=2)[N:10]=[CH:9][C:8]=1[N+]#N. The catalyst is C1C2C(CCCC2)CCC1.C(Cl)(Cl)Cl. The product is [Br:6][C:7]1[C:16]2[C:11](=[CH:12][CH:13]=[C:14]([O:17][CH3:18])[N:15]=2)[N:10]=[CH:9][C:8]=1[F:1]. The yield is 0.400. (2) The reactants are [H-].C([Al+]CC(C)C)C(C)C.C(O[C:14]([C:16]1[CH:25]=[C:24]2[C:19]([C:20](Cl)=[CH:21][C:22]([Cl:26])=[N:23]2)=[CH:18][C:17]=1[CH3:28])=[O:15])C.S([O-])([O-])(=O)=O.[Mg+2].[NH:35]1[CH2:41][CH2:40][CH2:39][CH2:38][CH2:37][CH2:36]1.[Cl-].[Li+]. The catalyst is O1CCCC1.C(OCC)(=O)C. The product is [N:35]1([C:20]2[C:19]3[C:24](=[CH:25][C:16]([CH2:14][OH:15])=[C:17]([CH3:28])[CH:18]=3)[N:23]=[C:22]([Cl:26])[CH:21]=2)[CH2:41][CH2:40][CH2:39][CH2:38][CH2:37][CH2:36]1. The yield is 0.660.